From a dataset of Forward reaction prediction with 1.9M reactions from USPTO patents (1976-2016). Predict the product of the given reaction. Given the reactants [Si:1]([O:8][C@@H:9]([C:25]1[CH:30]=[CH:29][CH:28]=[CH:27][C:26]=1[C:31]1[CH:36]=[CH:35][C:34]([Cl:37])=[CH:33][CH:32]=1)[CH:10]1[CH2:15][CH2:14][N:13]([C:16]2[CH:24]=[CH:23][C:19]([C:20]([OH:22])=O)=[CH:18][CH:17]=2)[CH2:12][CH2:11]1)([C:4]([CH3:7])([CH3:6])[CH3:5])([CH3:3])[CH3:2].[CH3:38][N:39]([CH3:65])[CH2:40][CH2:41][C@@H:42]([NH:51][C:52]1[CH:57]=[CH:56][C:55]([S:58]([NH2:61])(=[O:60])=[O:59])=[CH:54][C:53]=1[N+:62]([O-:64])=[O:63])[CH2:43][S:44][C:45]1[CH:50]=[CH:49][CH:48]=[CH:47][CH:46]=1, predict the reaction product. The product is: [Si:1]([O:8][C@@H:9]([C:25]1[CH:30]=[CH:29][CH:28]=[CH:27][C:26]=1[C:31]1[CH:36]=[CH:35][C:34]([Cl:37])=[CH:33][CH:32]=1)[CH:10]1[CH2:15][CH2:14][N:13]([C:16]2[CH:24]=[CH:23][C:19]([C:20]([NH:61][S:58]([C:55]3[CH:56]=[CH:57][C:52]([NH:51][C@H:42]([CH2:41][CH2:40][N:39]([CH3:38])[CH3:65])[CH2:43][S:44][C:45]4[CH:50]=[CH:49][CH:48]=[CH:47][CH:46]=4)=[C:53]([N+:62]([O-:64])=[O:63])[CH:54]=3)(=[O:59])=[O:60])=[O:22])=[CH:18][CH:17]=2)[CH2:12][CH2:11]1)([C:4]([CH3:7])([CH3:5])[CH3:6])([CH3:2])[CH3:3].